This data is from Forward reaction prediction with 1.9M reactions from USPTO patents (1976-2016). The task is: Predict the product of the given reaction. (1) Given the reactants [CH:1]#[C:2][CH2:3][CH2:4][CH2:5][C:6]#[CH:7].[C:8]([C:10]([O:12][CH2:13][CH3:14])=[O:11])#[N:9], predict the reaction product. The product is: [CH:7]1[C:6]2[CH2:5][CH2:4][CH2:3][C:2]=2[CH:1]=[C:8]([C:10]([O:12][CH2:13][CH3:14])=[O:11])[N:9]=1. (2) Given the reactants C([O:8][C:9]1[CH:14]=[C:13]([C:15]2[S:16][CH:17]=[CH:18][N:19]=2)[CH:12]=[CH:11][C:10]=1[N:20]1[S:24](=[O:26])(=[O:25])[NH:23][C:22](=[O:27])[CH2:21]1)C1C=CC=CC=1.B(Br)(Br)Br.O, predict the reaction product. The product is: [OH:8][C:9]1[CH:14]=[C:13]([C:15]2[S:16][CH:17]=[CH:18][N:19]=2)[CH:12]=[CH:11][C:10]=1[N:20]1[S:24](=[O:26])(=[O:25])[NH:23][C:22](=[O:27])[CH2:21]1. (3) Given the reactants [C:1]1(/[CH:11]=[CH:12]/[C:13]2[N:14]=[C:15]([CH:18]3[CH2:23][CH2:22][N:21](C(OC(C)(C)C)=O)[CH2:20][CH2:19]3)[S:16][CH:17]=2)[C:10]2[C:5](=[CH:6][CH:7]=[CH:8][CH:9]=2)[CH:4]=[CH:3][CH:2]=1.[CH3:31][C:32]1[N:36]([CH2:37][C:38]([OH:40])=O)[N:35]=[C:34]([C:41]([F:44])([F:43])[F:42])[CH:33]=1, predict the reaction product. The product is: [CH3:31][C:32]1[N:36]([CH2:37][C:38]([N:21]2[CH2:22][CH2:23][CH:18]([C:15]3[S:16][CH:17]=[C:13](/[CH:12]=[CH:11]/[C:1]4[C:10]5[C:5](=[CH:6][CH:7]=[CH:8][CH:9]=5)[CH:4]=[CH:3][CH:2]=4)[N:14]=3)[CH2:19][CH2:20]2)=[O:40])[N:35]=[C:34]([C:41]([F:44])([F:43])[F:42])[CH:33]=1. (4) Given the reactants [N:1]1([CH2:6][CH2:7][CH2:8][CH2:9][C:10]([O:12]C)=[O:11])[CH:5]=[CH:4][N:3]=[CH:2]1.[OH-].[Li+].Cl, predict the reaction product. The product is: [N:1]1([CH2:6][CH2:7][CH2:8][CH2:9][C:10]([OH:12])=[O:11])[CH:5]=[CH:4][N:3]=[CH:2]1. (5) Given the reactants Br[C:2]1[CH:3]=[C:4]([CH:17]=[CH:18][C:19]=1[Cl:20])[C:5]([NH:7][C@@H:8]([C:10]1[CH:15]=[CH:14][CH:13]=[C:12]([Cl:16])[CH:11]=1)[CH3:9])=[O:6].C1(P(C2C=CC=CC=2)C2C3OC4C(=CC=CC=4P(C4C=CC=CC=4)C4C=CC=CC=4)C(C)(C)C=3C=CC=2)C=CC=CC=1.[C:63]1([SH:69])[CH:68]=[CH:67][CH:66]=[CH:65][CH:64]=1.C(N(C(C)C)C(C)C)C, predict the reaction product. The product is: [Cl:20][C:19]1[CH:18]=[CH:17][C:4]([C:5]([NH:7][C@@H:8]([C:10]2[CH:15]=[CH:14][CH:13]=[C:12]([Cl:16])[CH:11]=2)[CH3:9])=[O:6])=[CH:3][C:2]=1[S:69][C:63]1[CH:68]=[CH:67][CH:66]=[CH:65][CH:64]=1.